Dataset: Reaction yield outcomes from USPTO patents with 853,638 reactions. Task: Predict the reaction yield, written as a fraction of the theoretical maximum amount of product (1.0 means a 100% yield; for example, 0.34 means a 34% yield). (1) The reactants are [OH:1][C:2]1[CH:10]=[CH:9][C:5]([C:6]([OH:8])=[O:7])=[CH:4][N:3]=1.[Si](C=[N+]=[N-])(C)(C)[CH3:12]. The catalyst is C1C=CC=CC=1.CO. The product is [OH:1][C:2]1[CH:10]=[CH:9][C:5]([C:6]([O:8][CH3:12])=[O:7])=[CH:4][N:3]=1. The yield is 0.490. (2) The reactants are [CH3:1][O:2][C:3]1[CH:4]=[C:5]2[C:10](=[CH:11][C:12]=1[O:13][CH3:14])[N:9]=[CH:8][CH:7]=[C:6]2[O:15][C:16]1[CH:22]=[CH:21][C:19]([NH2:20])=[C:18]([C:23]([F:26])([F:25])[F:24])[CH:17]=1.C(N(CC)CC)C.ClC(Cl)(O[C:38](=[O:44])OC(Cl)(Cl)Cl)Cl.[CH3:46][C:47]1[N:48]=[C:49]([CH:52]([NH2:54])[CH3:53])[S:50][CH:51]=1. The catalyst is C(Cl)(Cl)Cl. The product is [CH3:1][O:2][C:3]1[CH:4]=[C:5]2[C:10](=[CH:11][C:12]=1[O:13][CH3:14])[N:9]=[CH:8][CH:7]=[C:6]2[O:15][C:16]1[CH:22]=[CH:21][C:19]([NH:20][C:38]([NH:54][CH:52]([C:49]2[S:50][CH:51]=[C:47]([CH3:46])[N:48]=2)[CH3:53])=[O:44])=[C:18]([C:23]([F:25])([F:26])[F:24])[CH:17]=1. The yield is 0.800. (3) The reactants are [Cl:1][C:2]1[CH:3]=[CH:4][C:5]([C:8]([C:16]2[CH:21]=[C:20]([C:22]([F:25])([F:24])[F:23])[CH:19]=[C:18]([F:26])[CH:17]=2)=[N:9][S@@:10]([C:12]([CH3:15])([CH3:14])[CH3:13])=[O:11])=[N:6][CH:7]=1.[CH2:27]([Mg])[C:28]1[CH:33]=[CH:32][CH:31]=[CH:30][CH:29]=1. The catalyst is CC(OC)(C)C.CCOCC. The product is [Cl:1][C:2]1[CH:3]=[CH:4][C:5]([C@@:8]([NH:9][S@@:10]([C:12]([CH3:15])([CH3:14])[CH3:13])=[O:11])([C:16]2[CH:21]=[C:20]([C:22]([F:25])([F:24])[F:23])[CH:19]=[C:18]([F:26])[CH:17]=2)[CH2:27][C:28]2[CH:33]=[CH:32][CH:31]=[CH:30][CH:29]=2)=[N:6][CH:7]=1. The yield is 0.720. (4) The product is [Br:9][C:10]1[CH:11]=[C:12]([CH2:16][CH2:17][CH2:18][O:19][Si:1]([C:4]([CH3:7])([CH3:6])[CH3:5])([CH3:3])[CH3:2])[CH:13]=[CH:14][CH:15]=1. The yield is 0.900. The catalyst is CN(C1C=CN=CC=1)C.C(Cl)Cl. The reactants are [Si:1](Cl)([C:4]([CH3:7])([CH3:6])[CH3:5])([CH3:3])[CH3:2].[Br:9][C:10]1[CH:11]=[C:12]([CH2:16][CH2:17][CH2:18][OH:19])[CH:13]=[CH:14][CH:15]=1.C(N(CC)CC)C. (5) The reactants are Cl.[OH:2][CH:3]1[O:11][C@H:10]([CH2:12][OH:13])[C@@H:8]([OH:9])[C@H:6]([OH:7])[C@@H:4]1[NH2:5].C[O-].[Na+].Cl[CH2:18][C:19]([O:21]C(=O)CCl)=O.[N-:26]=[N+:27]=[N-:28].[Na+]. The catalyst is CO.CN(C=O)C. The product is [N:26]([CH2:18][C:19]([NH:5][C@H:4]1[C@@H:6]([OH:7])[C@H:8]([OH:9])[C@@H:10]([CH2:12][OH:13])[O:11][CH:3]1[OH:2])=[O:21])=[N+:27]=[N-:28]. The yield is 0.590.